This data is from Forward reaction prediction with 1.9M reactions from USPTO patents (1976-2016). The task is: Predict the product of the given reaction. The product is: [ClH:1].[N:2]12[CH2:11][CH:6]3[CH2:7][CH:8]([CH2:10][CH:4]([C@H:5]3[NH:12][C:22]([C:18]3[CH:17]=[C:16]4[C:21](=[CH:20][CH:19]=3)[NH:13][CH:14]=[CH:15]4)=[O:23])[CH2:3]1)[CH2:9]2. Given the reactants [ClH:1].[N:2]12[CH2:11][CH:6]3[CH2:7][CH:8]([CH2:10][CH:4]([C@H:5]3[NH2:12])[CH2:3]1)[CH2:9]2.[NH:13]1[C:21]2[C:16](=[CH:17][C:18]([C:22](O)=[O:23])=[CH:19][CH:20]=2)[CH:15]=[CH:14]1.N, predict the reaction product.